This data is from Reaction yield outcomes from USPTO patents with 853,638 reactions. The task is: Predict the reaction yield, written as a fraction of the theoretical maximum amount of product (1.0 means a 100% yield; for example, 0.34 means a 34% yield). (1) The reactants are [C:1]([O:5][C:6](=[O:36])[NH:7][C:8]1([C:12]2[CH:17]=[CH:16][C:15]([C:18]3[C:27](=[O:28])[C:26]4[C:21](=[CH:22][CH:23]=[C:24](F)[CH:25]=4)[O:20][C:19]=3[C:30]3[CH:35]=[CH:34][CH:33]=[CH:32][CH:31]=3)=[CH:14][CH:13]=2)[CH2:11][CH2:10][CH2:9]1)([CH3:4])([CH3:3])[CH3:2].IC1C(=O)C2C=[C:48]3[C:43]([O:44]CC[O:47]3)=CC=2OC=1C1C=CC=CC=1. No catalyst specified. The product is [C:1]([O:5][C:6](=[O:36])[NH:7][C:8]1([C:12]2[CH:17]=[CH:16][C:15]([C:18]3[C:27](=[O:28])[C:26]4[CH:25]=[C:24]5[C:23]([O:44][CH2:43][CH2:48][O:47]5)=[CH:22][C:21]=4[O:20][C:19]=3[C:30]3[CH:35]=[CH:34][CH:33]=[CH:32][CH:31]=3)=[CH:14][CH:13]=2)[CH2:11][CH2:10][CH2:9]1)([CH3:4])([CH3:3])[CH3:2]. The yield is 0.550. (2) The reactants are [CH3:1][O:2][CH2:3][CH:4]([NH:6][C:7]([C:9]1[CH:10]=[C:11]([C:22]2[CH:27]=[CH:26][C:25]([CH3:28])=[CH:24][CH:23]=2)[CH:12]=[C:13]([C:15](=[S:21])[CH:16]=[CH:17][N:18](C)C)[CH:14]=1)=[O:8])[CH3:5].C(O)C.CO.OOS(N)(=O)=O. The catalyst is N1C=CC=CC=1. The product is [CH3:1][O:2][CH2:3][CH:4]([NH:6][C:7]([C:9]1[CH:10]=[C:11]([C:22]2[CH:27]=[CH:26][C:25]([CH3:28])=[CH:24][CH:23]=2)[CH:12]=[C:13]([C:15]2[S:21][N:18]=[CH:17][CH:16]=2)[CH:14]=1)=[O:8])[CH3:5]. The yield is 0.500. (3) The reactants are [Br:1][C:2]1[CH:3]=[CH:4][C:5]([OH:17])=[C:6]([C:8](=[O:16])[CH2:9][C:10]2[CH:15]=[CH:14][CH:13]=[CH:12][CH:11]=2)[CH:7]=1.[C:18](O[C:18](=O)[CH2:19][CH2:20][CH3:21])(=O)[CH2:19][CH2:20][CH3:21].Cl. The catalyst is C(N(CC)CC)C. The product is [Br:1][C:2]1[CH:7]=[C:6]2[C:5](=[CH:4][CH:3]=1)[O:17][C:18]([CH2:19][CH2:20][CH3:21])=[C:9]([C:10]1[CH:15]=[CH:14][CH:13]=[CH:12][CH:11]=1)[C:8]2=[O:16]. The yield is 0.560. (4) The catalyst is ClCCl. The yield is 1.00. The product is [CH3:41][S:42]([O:29][CH:27]([C:20]1[C:19]([Cl:30])=[C:18]2[C:23]([CH2:24][CH2:25][N:16]([CH2:15][C:14]3[C:9]([O:8][CH2:1][C:2]4[CH:7]=[CH:6][CH:5]=[CH:4][CH:3]=4)=[N:10][C:11]([CH3:33])=[CH:12][C:13]=3[CH3:32])[C:17]2=[O:31])=[C:22]([Cl:26])[CH:21]=1)[CH3:28])(=[O:44])=[O:43]. The reactants are [CH2:1]([O:8][C:9]1[C:14]([CH2:15][N:16]2[CH2:25][CH2:24][C:23]3[C:18](=[C:19]([Cl:30])[C:20]([CH:27]([OH:29])[CH3:28])=[CH:21][C:22]=3[Cl:26])[C:17]2=[O:31])=[C:13]([CH3:32])[CH:12]=[C:11]([CH3:33])[N:10]=1)[C:2]1[CH:7]=[CH:6][CH:5]=[CH:4][CH:3]=1.C(N(CC)CC)C.[CH3:41][S:42](Cl)(=[O:44])=[O:43]. (5) The reactants are [C:1]([O:5][C:6](=[O:16])[N:7]([CH2:11][CH2:12][CH2:13][CH2:14][NH2:15])[CH:8]1[CH2:10][CH2:9]1)([CH3:4])([CH3:3])[CH3:2].[CH3:17][C:18]1[C:19]([CH:25]=O)=[N:20][CH:21]=[C:22]([CH3:24])[CH:23]=1.[BH4-].[Na+]. The catalyst is CO. The product is [C:1]([O:5][C:6](=[O:16])[N:7]([CH:8]1[CH2:9][CH2:10]1)[CH2:11][CH2:12][CH2:13][CH2:14][NH:15][CH2:25][C:19]1[C:18]([CH3:17])=[CH:23][C:22]([CH3:24])=[CH:21][N:20]=1)([CH3:4])([CH3:2])[CH3:3]. The yield is 0.890. (6) The product is [CH2:25]([NH:32][C:15]1[C:14]([C:20]([F:23])([F:22])[F:21])=[C:13]([CH:18]=[CH:17][CH:16]=1)[C:12]([NH:11][CH2:10][C:3]1[C:4](=[O:9])[NH:5][C:6]([CH3:8])=[CH:7][C:2]=1[CH3:1])=[O:24])[C:26]1[CH:31]=[CH:30][CH:29]=[CH:28][CH:27]=1. The reactants are [CH3:1][C:2]1[CH:7]=[C:6]([CH3:8])[NH:5][C:4](=[O:9])[C:3]=1[CH2:10][NH:11][C:12](=[O:24])[C:13]1[CH:18]=[CH:17][CH:16]=[C:15](F)[C:14]=1[C:20]([F:23])([F:22])[F:21].[CH2:25]([NH2:32])[C:26]1[CH:31]=[CH:30][CH:29]=[CH:28][CH:27]=1. The yield is 0.290. No catalyst specified. (7) The reactants are [N:1]1[C:10]2[CH:9]([NH:11][CH2:12][C:13]3[N:17]([CH:18]4[CH2:23][CH2:22][N:21]([C:24]([O:26][C:27]([CH3:30])([CH3:29])[CH3:28])=[O:25])[CH2:20][CH2:19]4)[C:16]4[CH:31]=[CH:32][CH:33]=[CH:34][C:15]=4[N:14]=3)[CH2:8][CH2:7][CH2:6][C:5]=2[CH:4]=[CH:3][CH:2]=1.[CH3:35]N(CC1N(CC2CCCN(C)C2)C2C=CC=CC=2N=1)C1C2N=CC=CC=2CCC1. No catalyst specified. The product is [CH3:35][N:11]([CH2:12][C:13]1[N:17]([CH:18]2[CH2:23][CH2:22][N:21]([C:24]([O:26][C:27]([CH3:28])([CH3:29])[CH3:30])=[O:25])[CH2:20][CH2:19]2)[C:16]2[CH:31]=[CH:32][CH:33]=[CH:34][C:15]=2[N:14]=1)[CH:9]1[C:10]2[N:1]=[CH:2][CH:3]=[CH:4][C:5]=2[CH2:6][CH2:7][CH2:8]1. The yield is 0.760.